Predict the product of the given reaction. From a dataset of Forward reaction prediction with 1.9M reactions from USPTO patents (1976-2016). (1) Given the reactants [CH3:1][S:2]([OH:5])(=[O:4])=[O:3].[OH-].[Cu+2:7].[OH-], predict the reaction product. The product is: [CH3:1][S:2]([O-:5])(=[O:4])=[O:3].[Cu+2:7].[CH3:1][S:2]([O-:5])(=[O:4])=[O:3]. (2) Given the reactants Br[C:2]1[C:3]([CH3:13])=[CH:4][C:5]([OH:12])=[C:6]([CH:11]=1)[C:7]([O:9][CH3:10])=[O:8].[Cl-].[Cl:15][C:16]1[CH:21]=[CH:20][C:19]([CH2:22][Zn+])=[CH:18][N:17]=1.C1COCC1, predict the reaction product. The product is: [Cl:15][C:16]1[N:17]=[CH:18][C:19]([CH2:22][C:2]2[C:3]([CH3:13])=[CH:4][C:5]([OH:12])=[C:6]([CH:11]=2)[C:7]([O:9][CH3:10])=[O:8])=[CH:20][CH:21]=1. (3) Given the reactants [C:1]([O:5][C:6](=[O:16])[NH:7][CH2:8][C:9]1[CH:14]=[CH:13][C:12]([Br:15])=[CH:11][CH:10]=1)([CH3:4])([CH3:3])[CH3:2].[H-].[Na+].Br[CH2:20][CH2:21][CH2:22][F:23], predict the reaction product. The product is: [C:1]([O:5][C:6](=[O:16])[N:7]([CH2:8][C:9]1[CH:10]=[CH:11][C:12]([Br:15])=[CH:13][CH:14]=1)[CH2:20][CH2:21][CH2:22][F:23])([CH3:4])([CH3:2])[CH3:3]. (4) Given the reactants [CH2:1]([N:3]([CH2:29][CH3:30])[C:4](=[O:28])[C:5]1[CH:10]=[CH:9][C:8]([CH:11]([N:20]2[C:24]([CH3:25])=[C:23](I)[C:22]([CH3:27])=[N:21]2)[C:12]2[CH:17]=[CH:16][CH:15]=[C:14]([O:18][CH3:19])[CH:13]=2)=[CH:7][CH:6]=1)[CH3:2].[C:31]([C:34]1[CH:39]=[CH:38][C:37](B(O)O)=[CH:36][CH:35]=1)(O)=[O:32].C(=O)([O-])[O-].[Na+].[Na+], predict the reaction product. The product is: [CH2:1]([N:3]([CH2:29][CH3:30])[C:4](=[O:28])[C:5]1[CH:10]=[CH:9][C:8]([CH:11]([N:20]2[C:24]([CH3:25])=[C:23]([C:37]3[CH:38]=[CH:39][C:34]([CH:31]=[O:32])=[CH:35][CH:36]=3)[C:22]([CH3:27])=[N:21]2)[C:12]2[CH:17]=[CH:16][CH:15]=[C:14]([O:18][CH3:19])[CH:13]=2)=[CH:7][CH:6]=1)[CH3:2]. (5) Given the reactants [Cl:1][C:2]1[CH:7]=[C:6]([Cl:8])[CH:5]=[CH:4][C:3]=1[N:9]=[C:10]=S.[NH2:12][C:13]1[CH:14]=[C:15]([CH:20]=[CH:21][C:22]=1[NH2:23])[C:16]([O:18][CH3:19])=[O:17], predict the reaction product. The product is: [CH3:19][O:18][C:16]([C:15]1[CH:20]=[CH:21][C:22]2[N:23]=[C:10]([NH:9][C:3]3[CH:4]=[CH:5][C:6]([Cl:8])=[CH:7][C:2]=3[Cl:1])[NH:12][C:13]=2[CH:14]=1)=[O:17]. (6) Given the reactants [O:1]=[C:2]1[CH2:7][CH2:6][N:5]([C:8]([O:10][C:11]([CH3:14])([CH3:13])[CH3:12])=[O:9])[CH2:4][CH:3]1[C:15](OCC)=[O:16].[BH4-].[Na+], predict the reaction product. The product is: [OH:1][CH:2]1[CH2:7][CH2:6][N:5]([C:8]([O:10][C:11]([CH3:12])([CH3:13])[CH3:14])=[O:9])[CH2:4][CH:3]1[CH2:15][OH:16]. (7) Given the reactants F[C:2]1[CH:10]=[N:9][CH:8]=[CH:7][C:3]=1[C:4]([OH:6])=[O:5].C[Si]([N-][Si](C)(C)C)(C)C.[Li+].[Cl:21][C:22]1[CH:28]=[C:27]([I:29])[CH:26]=[CH:25][C:23]=1[NH2:24], predict the reaction product. The product is: [Cl:21][C:22]1[CH:28]=[C:27]([I:29])[CH:26]=[CH:25][C:23]=1[NH:24][C:2]1[CH:10]=[N:9][CH:8]=[CH:7][C:3]=1[C:4]([OH:6])=[O:5].